This data is from Catalyst prediction with 721,799 reactions and 888 catalyst types from USPTO. The task is: Predict which catalyst facilitates the given reaction. (1) Reactant: N[C@H](C=O)CCSC.[CH2:9]([O:16][CH2:17][CH2:18][O:19][CH2:20][CH2:21][O:22][CH2:23][CH2:24][O:25][CH2:26][CH2:27][O:28][CH2:29][CH2:30][OH:31])[C:10]1[CH:15]=[CH:14][CH:13]=[CH:12][CH:11]=1.Cl[CH2:33][C:34]([OH:36])=[O:35]. Product: [CH2:9]([O:16][CH2:17][CH2:18][O:19][CH2:20][CH2:21][O:22][CH2:23][CH2:24][O:25][CH2:26][CH2:27][O:28][CH2:29][CH2:30][O:31][CH2:33][C:34]([OH:36])=[O:35])[C:10]1[CH:11]=[CH:12][CH:13]=[CH:14][CH:15]=1. The catalyst class is: 6. (2) The catalyst class is: 23. Reactant: [Cl:1][C:2]1[CH:7]=[CH:6][C:5]([N:8]=[C:9]=[S:10])=[C:4]([CH3:11])[CH:3]=1.[NH2:12][C:13]1[O:14][CH:15]=[C:16]([CH3:18])[N:17]=1.C(Cl)Cl.CO. Product: [Cl:1][C:2]1[CH:7]=[CH:6][C:5]([NH:8][C:9]([NH:12][C:13]2[O:14][CH:15]=[C:16]([CH3:18])[N:17]=2)=[S:10])=[C:4]([CH3:11])[CH:3]=1. (3) Reactant: C([O:4][CH2:5][C@@H:6]1[C@@H:11]([NH:12][C:13]([O:15][C:16]([CH3:19])([CH3:18])[CH3:17])=[O:14])[CH2:10][CH2:9][CH2:8][O:7]1)(=O)C.C([O-])([O-])=O.[K+].[K+]. Product: [OH:4][CH2:5][C@@H:6]1[C@@H:11]([NH:12][C:13](=[O:14])[O:15][C:16]([CH3:18])([CH3:17])[CH3:19])[CH2:10][CH2:9][CH2:8][O:7]1. The catalyst class is: 5. (4) Reactant: [N+:1]([C:4]1[C:9](=[O:10])[N:8]2[CH2:11][CH2:12][CH2:13][NH:14][C:7]2=[N:6][C:5]=1[C:15]1[CH:20]=[CH:19][N:18]=[CH:17][CH:16]=1)([O-:3])=[O:2].[CH2:21]([CH:25]1[CH2:27][O:26]1)[CH:22]([CH3:24])[CH3:23].[Li+].C[Si]([N-][Si](C)(C)C)(C)C. Product: [OH:26][CH:25]([CH2:21][CH:22]([CH3:24])[CH3:23])[CH2:27][N:14]1[C:7]2=[N:6][C:5]([C:15]3[CH:16]=[CH:17][N:18]=[CH:19][CH:20]=3)=[C:4]([N+:1]([O-:3])=[O:2])[C:9](=[O:10])[N:8]2[CH2:11][CH2:12][CH2:13]1. The catalyst class is: 3. (5) Reactant: [F:1][C:2]([F:18])([F:17])[C:3]([NH:5][C@@H:6]1[C:15]2[C:10](=[CH:11][CH:12]=[CH:13][CH:14]=2)[C:9](=[O:16])[CH2:8][CH2:7]1)=[O:4].C(O)=O. Product: [F:1][C:2]([F:17])([F:18])[C:3]([NH:5][C@@H:6]1[C:15]2[C:10](=[CH:11][CH:12]=[CH:13][CH:14]=2)[C@H:9]([OH:16])[CH2:8][CH2:7]1)=[O:4]. The catalyst class is: 39. (6) Reactant: [F:1][C:2]1[CH:35]=[CH:34][C:5]([CH2:6][N:7]2[C:16](=[O:17])[C:15]([C:18]3[NH:23][C:22]4[CH:24]=[CH:25][C:26]([C:28]#[N:29])=[CH:27][C:21]=4[S:20](=[O:31])(=[O:30])[N:19]=3)=[C:14]([OH:32])[C@H:13]3[C@@H:8]2[C@H:9]2[CH2:33][C@@H:12]3[CH2:11][CH2:10]2)=[CH:4][CH:3]=1.[ClH:36]. Product: [ClH:36].[NH2:29][CH2:28][C:26]1[CH:25]=[CH:24][C:22]2[NH:23][C:18]([C:15]3[C:16](=[O:17])[N:7]([CH2:6][C:5]4[CH:4]=[CH:3][C:2]([F:1])=[CH:35][CH:34]=4)[C@@H:8]4[C@H:13]([C:14]=3[OH:32])[C@@H:12]3[CH2:33][C@H:9]4[CH2:10][CH2:11]3)=[N:19][S:20](=[O:31])(=[O:30])[C:21]=2[CH:27]=1. The catalyst class is: 19.